Dataset: Full USPTO retrosynthesis dataset with 1.9M reactions from patents (1976-2016). Task: Predict the reactants needed to synthesize the given product. (1) Given the product [C:1]([O:5][C:6](=[O:13])[N:7]([CH2:9][CH2:10][CH2:11][NH:12][C:21]([O:23][CH2:24][CH:25]1[C:26]2[CH:27]=[CH:28][CH:29]=[CH:30][C:31]=2[C:32]2[C:37]1=[CH:36][CH:35]=[CH:34][CH:33]=2)=[O:22])[CH3:8])([CH3:4])([CH3:2])[CH3:3], predict the reactants needed to synthesize it. The reactants are: [C:1]([O:5][C:6](=[O:13])[N:7]([CH2:9][CH2:10][CH2:11][NH2:12])[CH3:8])([CH3:4])([CH3:3])[CH3:2].C(=O)([O-])[O-].[Na+].[Na+].Cl[C:21]([O:23][CH2:24][CH:25]1[C:37]2[CH:36]=[CH:35][CH:34]=[CH:33][C:32]=2[C:31]2[C:26]1=[CH:27][CH:28]=[CH:29][CH:30]=2)=[O:22]. (2) Given the product [CH2:1]([O:5][CH2:6][CH2:7][O:8][C:9]1[CH:14]=[CH:13][C:12]([C:15]2[CH:16]=[C:17]3[C:21]4=[C:22]([CH:24]=[C:25]([C:29]([OH:31])=[O:30])[CH2:26][CH2:27][CH2:28][N:20]4[CH2:19][CH2:18]3)[CH:23]=2)=[CH:11][CH:10]=1)[CH2:2][CH2:3][CH3:4], predict the reactants needed to synthesize it. The reactants are: [CH2:1]([O:5][CH2:6][CH2:7][O:8][C:9]1[CH:14]=[CH:13][C:12]([C:15]2[CH:16]=[C:17]3[C:21]4=[C:22]([CH:24]=[C:25]([C:29]([O:31]C)=[O:30])[CH2:26][CH2:27][CH2:28][N:20]4[CH2:19][CH2:18]3)[CH:23]=2)=[CH:11][CH:10]=1)[CH2:2][CH2:3][CH3:4].[OH-].[Na+].Cl.